This data is from Reaction yield outcomes from USPTO patents with 853,638 reactions. The task is: Predict the reaction yield, written as a fraction of the theoretical maximum amount of product (1.0 means a 100% yield; for example, 0.34 means a 34% yield). (1) The reactants are ClC1C=CC([C@@H]2CCN(C(OC(C)(C)C)=O)C[C@H]2C(OC)=O)=CC=1.[Cl:25][C:26]1[CH:31]=[CH:30][C:29]([C@@H:32]2[CH2:37][CH2:36][N:35]([CH2:38][CH2:39][F:40])[CH2:34][C@H:33]2[C:41](OC)=[O:42])=[CH:28][CH:27]=1. No catalyst specified. The product is [Cl:25][C:26]1[CH:31]=[CH:30][C:29]([C@@H:32]2[CH2:37][CH2:36][N:35]([CH2:38][CH2:39][F:40])[CH2:34][C@H:33]2[CH2:41][OH:42])=[CH:28][CH:27]=1. The yield is 0.350. (2) The reactants are C(OC([NH:11][C@@H:12]([CH2:17][C:18]1[CH:19]=[C:20]2[C:24](=[CH:25][CH:26]=1)[NH:23][CH:22]=[CH:21]2)[C:13]([O:15][CH3:16])=[O:14])=O)C1C=CC=CC=1. The catalyst is CO.[Pd]. The product is [NH2:11][C@@H:12]([CH2:17][C:18]1[CH:19]=[C:20]2[C:24](=[CH:25][CH:26]=1)[NH:23][CH:22]=[CH:21]2)[C:13]([O:15][CH3:16])=[O:14]. The yield is 0.880.